Dataset: Peptide-MHC class II binding affinity with 134,281 pairs from IEDB. Task: Regression. Given a peptide amino acid sequence and an MHC pseudo amino acid sequence, predict their binding affinity value. This is MHC class II binding data. (1) The peptide sequence is GELQIEDKIDAAFKI. The MHC is DRB1_0404 with pseudo-sequence DRB1_0404. The binding affinity (normalized) is 0.525. (2) The MHC is DRB3_0101 with pseudo-sequence DRB3_0101. The peptide sequence is TDISEMGANFKADRV. The binding affinity (normalized) is 0.526. (3) The peptide sequence is GLGWYKIEIDQDHQE. The MHC is DRB1_0802 with pseudo-sequence DRB1_0802. The binding affinity (normalized) is 0.274.